Regression. Given two drug SMILES strings and cell line genomic features, predict the synergy score measuring deviation from expected non-interaction effect. From a dataset of NCI-60 drug combinations with 297,098 pairs across 59 cell lines. (1) Drug 1: CC1OCC2C(O1)C(C(C(O2)OC3C4COC(=O)C4C(C5=CC6=C(C=C35)OCO6)C7=CC(=C(C(=C7)OC)O)OC)O)O. Drug 2: CN(CC1=CN=C2C(=N1)C(=NC(=N2)N)N)C3=CC=C(C=C3)C(=O)NC(CCC(=O)O)C(=O)O. Cell line: MDA-MB-231. Synergy scores: CSS=27.9, Synergy_ZIP=6.48, Synergy_Bliss=8.24, Synergy_Loewe=1.26, Synergy_HSA=2.15. (2) Drug 1: CC1OCC2C(O1)C(C(C(O2)OC3C4COC(=O)C4C(C5=CC6=C(C=C35)OCO6)C7=CC(=C(C(=C7)OC)O)OC)O)O. Drug 2: CC(C)CN1C=NC2=C1C3=CC=CC=C3N=C2N. Synergy scores: CSS=26.0, Synergy_ZIP=-1.31, Synergy_Bliss=-3.26, Synergy_Loewe=-7.77, Synergy_HSA=-2.09. Cell line: LOX IMVI. (3) Drug 1: CC1=C(C=C(C=C1)NC2=NC=CC(=N2)N(C)C3=CC4=NN(C(=C4C=C3)C)C)S(=O)(=O)N.Cl. Drug 2: C1CN1P(=S)(N2CC2)N3CC3. Cell line: UO-31. Synergy scores: CSS=4.47, Synergy_ZIP=-3.51, Synergy_Bliss=-3.31, Synergy_Loewe=-5.59, Synergy_HSA=-2.77. (4) Drug 1: CC=C1C(=O)NC(C(=O)OC2CC(=O)NC(C(=O)NC(CSSCCC=C2)C(=O)N1)C(C)C)C(C)C. Synergy scores: CSS=-5.97, Synergy_ZIP=3.81, Synergy_Bliss=3.42, Synergy_Loewe=-12.2, Synergy_HSA=-6.79. Cell line: HCT-15. Drug 2: C1CN(P(=O)(OC1)NCCCl)CCCl. (5) Drug 1: CC1=CC=C(C=C1)C2=CC(=NN2C3=CC=C(C=C3)S(=O)(=O)N)C(F)(F)F. Drug 2: CCN(CC)CCCC(C)NC1=C2C=C(C=CC2=NC3=C1C=CC(=C3)Cl)OC. Cell line: PC-3. Synergy scores: CSS=9.24, Synergy_ZIP=-6.26, Synergy_Bliss=-3.08, Synergy_Loewe=-19.0, Synergy_HSA=-4.09. (6) Drug 1: CCC1=C2CN3C(=CC4=C(C3=O)COC(=O)C4(CC)O)C2=NC5=C1C=C(C=C5)O. Drug 2: CC1C(C(CC(O1)OC2CC(CC3=C2C(=C4C(=C3O)C(=O)C5=CC=CC=C5C4=O)O)(C(=O)C)O)N)O. Cell line: MCF7. Synergy scores: CSS=54.1, Synergy_ZIP=-0.606, Synergy_Bliss=-0.562, Synergy_Loewe=3.43, Synergy_HSA=7.06. (7) Drug 1: CCCCC(=O)OCC(=O)C1(CC(C2=C(C1)C(=C3C(=C2O)C(=O)C4=C(C3=O)C=CC=C4OC)O)OC5CC(C(C(O5)C)O)NC(=O)C(F)(F)F)O. Drug 2: C(CN)CNCCSP(=O)(O)O. Cell line: MDA-MB-231. Synergy scores: CSS=27.7, Synergy_ZIP=-2.95, Synergy_Bliss=1.14, Synergy_Loewe=-26.9, Synergy_HSA=1.81. (8) Drug 1: C1=NC2=C(N=C(N=C2N1C3C(C(C(O3)CO)O)F)Cl)N. Drug 2: C1=NNC2=C1C(=O)NC=N2. Cell line: SNB-19. Synergy scores: CSS=16.4, Synergy_ZIP=-2.71, Synergy_Bliss=0.792, Synergy_Loewe=-13.2, Synergy_HSA=1.99. (9) Drug 2: CN1C2=C(C=C(C=C2)N(CCCl)CCCl)N=C1CCCC(=O)O.Cl. Synergy scores: CSS=36.0, Synergy_ZIP=-0.245, Synergy_Bliss=0.886, Synergy_Loewe=-52.4, Synergy_HSA=0.590. Cell line: UACC-257. Drug 1: CC=C1C(=O)NC(C(=O)OC2CC(=O)NC(C(=O)NC(CSSCCC=C2)C(=O)N1)C(C)C)C(C)C. (10) Drug 1: CC1=C(C=C(C=C1)NC(=O)C2=CC=C(C=C2)CN3CCN(CC3)C)NC4=NC=CC(=N4)C5=CN=CC=C5. Drug 2: C(=O)(N)NO. Cell line: HT29. Synergy scores: CSS=1.36, Synergy_ZIP=-0.289, Synergy_Bliss=-0.585, Synergy_Loewe=-4.66, Synergy_HSA=-3.77.